Dataset: Forward reaction prediction with 1.9M reactions from USPTO patents (1976-2016). Task: Predict the product of the given reaction. (1) Given the reactants [Li]CCCC.Br[C:7]1[C:8]([Cl:28])=[CH:9][C:10]2[O:14][C:13]([C:19]3[CH:24]=[C:23]([Cl:25])[CH:22]=[C:21]([Cl:26])[CH:20]=3)([C:15]([F:18])([F:17])[F:16])[CH2:12][C:11]=2[CH:27]=1.[B:29](OC(C)C)([O:34]C(C)C)[O:30]C(C)C.Cl, predict the reaction product. The product is: [Cl:28][C:8]1[C:7]([B:29]([OH:34])[OH:30])=[CH:27][C:11]2[CH2:12][C:13]([C:19]3[CH:24]=[C:23]([Cl:25])[CH:22]=[C:21]([Cl:26])[CH:20]=3)([C:15]([F:18])([F:17])[F:16])[O:14][C:10]=2[CH:9]=1. (2) Given the reactants [OH:1][C:2]1[CH:7]=[CH:6][C:5]([C:8]2[CH2:13][CH2:12][CH2:11][CH:10]([C:14]3[CH:19]=[CH:18][C:17]([OH:20])=[CH:16][CH:15]=3)[CH:9]=2)=[CH:4][CH:3]=1.OC1C=CC(C2CC(C3C=CC(O)=CC=3)CCC=2)=CC=1.C(C(C)=O)C(C)C.CC(C1C=CC=CC=1)=C, predict the reaction product. The product is: [OH:1][C:2]1[CH:3]=[CH:4][C:5]([C:8]2[CH:13]=[CH:12][CH:11]=[C:10]([C:14]3[CH:19]=[CH:18][C:17]([OH:20])=[CH:16][CH:15]=3)[CH:9]=2)=[CH:6][CH:7]=1. (3) Given the reactants [NH:1]1[C:9]2[C:4](=[C:5]([NH:10][C:11]([NH:13][CH2:14][C:15]3[CH:20]=[CH:19][C:18]([C:21]([F:24])([F:23])[F:22])=[CH:17][C:16]=3[CH:25]([CH3:27])[CH3:26])=[O:12])[CH:6]=[CH:7][CH:8]=2)[CH:3]=[N:2]1.[H-].[Na+].S(OC)(O[CH3:34])(=O)=O, predict the reaction product. The product is: [CH:25]([C:16]1[CH:17]=[C:18]([C:21]([F:23])([F:22])[F:24])[CH:19]=[CH:20][C:15]=1[CH2:14][NH:13][C:11]([NH:10][C:5]1[CH:6]=[CH:7][CH:8]=[C:9]2[C:4]=1[CH:3]=[N:2][N:1]2[CH3:34])=[O:12])([CH3:27])[CH3:26].